This data is from Full USPTO retrosynthesis dataset with 1.9M reactions from patents (1976-2016). The task is: Predict the reactants needed to synthesize the given product. (1) Given the product [NH2:22][C:17]12[CH2:20][CH2:21][C:14]([CH2:13][NH:12][C:11]3[C:10]4[C:5](=[CH:6][CH:7]=[C:8]([O:30][CH3:31])[N:9]=4)[N:4]=[CH:3][C:2]=3[F:1])([CH2:19][CH2:18]1)[O:15][CH2:16]2, predict the reactants needed to synthesize it. The reactants are: [F:1][C:2]1[CH:3]=[N:4][C:5]2[C:10]([C:11]=1[NH:12][CH2:13][C:14]13[CH2:21][CH2:20][C:17]([NH:22]C(=O)OC(C)(C)C)([CH2:18][CH2:19]1)[CH2:16][O:15]3)=[N:9][C:8]([O:30][CH3:31])=[CH:7][CH:6]=2.FC(F)(F)C(O)=O. (2) The reactants are: [Br:1][C:2]1[CH:7]=[CH:6][CH:5]=[C:4]([Br:8])[C:3]=1[C:9]1[CH:14]=[CH:13][CH:12]=[CH:11][C:10]=1[Br:15].C1(C2C=CC=CC=2)C=CC=CC=1.[Br:28]C1C=CC=C(Br)C=1I. Given the product [Br:1][C:2]1[CH:7]=[CH:6][CH:5]=[C:4]([Br:8])[C:3]=1[C:9]1[C:14]([Br:28])=[CH:13][CH:12]=[CH:11][C:10]=1[Br:15], predict the reactants needed to synthesize it. (3) Given the product [O:28]1[C@H:6]2[C@@H:7]1[C:2]([CH3:16])([CH3:1])[O:3][C:4]1[C:11]([CH3:12])=[C:10]([N+:13]([O-:15])=[O:14])[CH:9]=[CH:8][C:5]=12, predict the reactants needed to synthesize it. The reactants are: [CH3:1][C:2]1([CH3:16])[CH:7]=[CH:6][C:5]2[CH:8]=[CH:9][C:10]([N+:13]([O-:15])=[O:14])=[C:11]([CH3:12])[C:4]=2[O:3]1.CN1C=CN=C1.Cl[O-].[Na+].S([O-])([O-])(=[O:28])=S.[Na+].[Na+]. (4) Given the product [CH3:2][C:3]1[CH:8]=[CH:7][N:6]=[C:5]([S:9][CH3:10])[N:4]=1, predict the reactants needed to synthesize it. The reactants are: Cl.[CH3:2][C:3]1[CH:8]=[CH:7][N:6]=[C:5]([SH:9])[N:4]=1.[C:10](=O)([O-])[O-].[Na+].[Na+].IC. (5) Given the product [Cl:1][C:2]1[CH:7]=[CH:6][C:5]([C:8]2[N:12]([CH2:13][CH:14]([OH:19])[C:15]([F:18])([F:17])[F:16])[C:11](=[O:20])[N:10]([CH2:21][C:22]3[CH:23]=[CH:24][C:25]([C:26]([OH:28])=[O:27])=[CH:30][CH:31]=3)[N:9]=2)=[CH:4][CH:3]=1, predict the reactants needed to synthesize it. The reactants are: [Cl:1][C:2]1[CH:7]=[CH:6][C:5]([C:8]2[N:12]([CH2:13][CH:14]([OH:19])[C:15]([F:18])([F:17])[F:16])[C:11](=[O:20])[N:10]([CH2:21][C:22]3[CH:31]=[CH:30][C:25]([C:26]([O:28]C)=[O:27])=[CH:24][CH:23]=3)[N:9]=2)=[CH:4][CH:3]=1.[OH-].[Na+].O.